Predict the reaction yield, written as a fraction of the theoretical maximum amount of product (1.0 means a 100% yield; for example, 0.34 means a 34% yield). From a dataset of Reaction yield outcomes from USPTO patents with 853,638 reactions. (1) The reactants are [CH3:1][C:2](=[CH2:5])[CH2:3][OH:4].CC(N=NC(C#N)(C)C)(C#N)C.[Cl:18][C:19]1[CH:24]=[CH:23][C:22]([SH:25])=[CH:21][CH:20]=1.[C:26]1(=[O:31])[CH2:30][CH2:29][CH2:28][CH2:27]1.CC1C=CC(S(O)(=O)=[O:40])=CC=1. The catalyst is C(#N)C.ClCCl. The product is [Cl:18][C:19]1[CH:24]=[CH:23][C:22]([S:25][CH2:5][C:2]2([CH3:1])[CH2:3][O:4][C:26]3([CH2:30][CH2:29][CH2:28][CH2:27]3)[O:31][O:40]2)=[CH:21][CH:20]=1. The yield is 0.400. (2) The reactants are [Cl:1][C:2]1[CH:18]=[CH:17][C:5]2[CH2:6][CH2:7][N:8]([C:11](=[O:16])[C:12]([F:15])([F:14])[F:13])[CH2:9][CH2:10][C:4]=2[C:3]=1OS(C(F)(F)F)(=O)=O.[CH:27]1([O:33][C:34]2[CH:41]=[CH:40][C:37]([CH2:38][NH2:39])=[CH:36][CH:35]=2)[CH2:32][CH2:31][CH2:30][CH2:29][CH2:28]1. The catalyst is C1(C)C=CC=CC=1. The product is [Cl:1][C:2]1[CH:18]=[CH:17][C:5]2[CH2:6][CH2:7][N:8]([C:11](=[O:16])[C:12]([F:15])([F:14])[F:13])[CH2:9][CH2:10][C:4]=2[C:3]=1[NH:39][CH2:38][C:37]1[CH:40]=[CH:41][C:34]([O:33][CH:27]2[CH2:28][CH2:29][CH2:30][CH2:31][CH2:32]2)=[CH:35][CH:36]=1. The yield is 0.690.